Dataset: Reaction yield outcomes from USPTO patents with 853,638 reactions. Task: Predict the reaction yield, written as a fraction of the theoretical maximum amount of product (1.0 means a 100% yield; for example, 0.34 means a 34% yield). The reactants are O[CH2:2]/[C:3](/[C:27]1[CH:32]=[CH:31][N:30]=[CH:29][CH:28]=1)=[C:4](/[C:9]1[CH:14]=[CH:13][C:12]([O:15][CH2:16][C:17]2[CH:26]=[CH:25][C:24]3[C:19](=[CH:20][CH:21]=[CH:22][CH:23]=3)[N:18]=2)=[CH:11][CH:10]=1)\[C:5]([NH:7][CH3:8])=[O:6].P(Br)(Br)Br.C([O-])(O)=O.[Na+]. The catalyst is CCOCC.C(Cl)Cl. The product is [CH3:8][N:7]1[CH2:2][C:3]([C:27]2[CH:32]=[CH:31][N:30]=[CH:29][CH:28]=2)=[C:4]([C:9]2[CH:10]=[CH:11][C:12]([O:15][CH2:16][C:17]3[CH:26]=[CH:25][C:24]4[C:19](=[CH:20][CH:21]=[CH:22][CH:23]=4)[N:18]=3)=[CH:13][CH:14]=2)[C:5]1=[O:6]. The yield is 0.850.